Task: Predict which catalyst facilitates the given reaction.. Dataset: Catalyst prediction with 721,799 reactions and 888 catalyst types from USPTO (1) Reactant: [OH:1][C:2]1[CH:3]=[C:4]([CH2:11][C:12]([OH:14])=[O:13])[CH:5]=[CH:6][C:7]=1[N+:8]([O-:10])=[O:9].[OH-].[Na+].[C:17](OC(=O)C)(=[O:19])[CH3:18].Cl. Product: [C:17]([O:1][C:2]1[CH:3]=[C:4]([CH2:11][C:12]([OH:14])=[O:13])[CH:5]=[CH:6][C:7]=1[N+:8]([O-:10])=[O:9])(=[O:19])[CH3:18]. The catalyst class is: 27. (2) Reactant: C(=O)([O-])[O-].[K+].[K+].Br[CH2:8][C:9]1[CH:10]=[CH:11][C:12]([O:37][CH2:38][O:39][CH3:40])=[C:13]([CH:36]=1)[C:14]([NH:16][C:17]1[CH:29]=[C:28]([C:30]2[CH:35]=[CH:34][CH:33]=[CH:32][CH:31]=2)[CH:27]=[CH:26][C:18]=1[C:19]([O:21][C:22]([CH3:25])([CH3:24])[CH3:23])=[O:20])=[O:15].Cl.Cl.[CH2:43]([N:46]1[CH2:51][CH2:50][NH:49][CH2:48][CH2:47]1)[CH2:44][CH3:45]. Product: [CH3:40][O:39][CH2:38][O:37][C:12]1[CH:11]=[CH:10][C:9]([CH2:8][N:49]2[CH2:50][CH2:51][N:46]([CH2:43][CH2:44][CH3:45])[CH2:47][CH2:48]2)=[CH:36][C:13]=1[C:14]([NH:16][C:17]1[CH:29]=[C:28]([C:30]2[CH:31]=[CH:32][CH:33]=[CH:34][CH:35]=2)[CH:27]=[CH:26][C:18]=1[C:19]([O:21][C:22]([CH3:23])([CH3:24])[CH3:25])=[O:20])=[O:15]. The catalyst class is: 21. (3) Reactant: [Si:1]([O:8][CH2:9][C@H:10]1[CH2:19][C:18]2[C:13](=[CH:14][CH:15]=[CH:16][C:17]=2[CH2:20][CH2:21][OH:22])[C@H:12]([CH3:23])[N:11]1[C:24](=[O:34])[CH2:25][C:26]1[C:31]([F:32])=[CH:30][CH:29]=[CH:28][C:27]=1[Cl:33])([C:4]([CH3:7])([CH3:6])[CH3:5])([CH3:3])[CH3:2].C([O-])(O)=O.[Na+].[O-]S([O-])(=S)=O.[Na+].[Na+]. Product: [Si:1]([O:8][CH2:9][C@H:10]1[CH2:19][C:18]2[C:13](=[CH:14][CH:15]=[CH:16][C:17]=2[CH2:20][CH:21]=[O:22])[C@H:12]([CH3:23])[N:11]1[C:24](=[O:34])[CH2:25][C:26]1[C:31]([F:32])=[CH:30][CH:29]=[CH:28][C:27]=1[Cl:33])([C:4]([CH3:7])([CH3:5])[CH3:6])([CH3:3])[CH3:2]. The catalyst class is: 2. (4) Reactant: C1(P(=O)([C:14]2[CH:19]=CC=CC=2)C2C=CC=CC=2)C=CC=CC=1.C(Cl)(=O)C(Cl)=O.[P:27]([O:39][CH2:40][C@@H:41]1[C@@H:48]2[C@@H:44]([O:45]C(C)(C)[O:47]2)[C@H:43]([N:51]2[C:56](/[CH:57]=[N:58]/O)=[C:55]([CH3:60])[C:54](=[O:61])[NH:53][C:52]2=[O:62])[O:42]1)([O:34]C(C)(C)C)([O:29]C(C)(C)C)=[O:28]. Product: [P:27]([O-:29])([O-:34])([O:39][CH2:40][C@@H:41]1[C@@H:48]([OH:47])[C@@H:44]([OH:45])[C@H:43]([N:51]2[C:56]([C:57]#[N:58])=[C:55]([CH3:60])[C:54](=[O:61])[NH:53][C:52]2=[O:62])[O:42]1)=[O:28].[CH2:43]([NH+:51]([CH2:19][CH3:14])[CH2:56][CH3:55])[CH3:44]. The catalyst class is: 13. (5) The catalyst class is: 9. Reactant: [Cl:1][C:2]1[CH:3]=[C:4]([CH:8]([NH:11][C:12]2[O:13][C:14]3[C:20]([O:21][CH3:22])=[CH:19][C:18]([C:23]([OH:25])=O)=[CH:17][C:15]=3[N:16]=2)[CH2:9][F:10])[CH:5]=[CH:6][CH:7]=1.[CH3:26][C:27]1([CH2:34][CH:35]([OH:37])[CH3:36])[O:32][CH2:31][C@@H:30]([CH3:33])[NH:29][CH2:28]1.C(N(CC)C(C)C)(C)C.CN(C(ON1N=NC2C=CC=NC1=2)=[N+](C)C)C.F[P-](F)(F)(F)(F)F. Product: [Cl:1][C:2]1[CH:3]=[C:4]([CH:8]([NH:11][C:12]2[O:13][C:14]3[C:20]([O:21][CH3:22])=[CH:19][C:18]([C:23]([N:29]4[C@H:30]([CH3:33])[CH2:31][O:32][C:27]([CH2:34][CH:35]([OH:37])[CH3:36])([CH3:26])[CH2:28]4)=[O:25])=[CH:17][C:15]=3[N:16]=2)[CH2:9][F:10])[CH:5]=[CH:6][CH:7]=1. (6) Reactant: CCN=C=NCCCN(C)C.[CH:12]([C@H:15]1[CH2:19][O:18][C:17](=[O:20])[N:16]1[C:21]1[CH:26]=[CH:25][N:24]2[N:27]=[CH:28][C:29]([C:30]3[CH:38]=[CH:37][C:33]([C:34](O)=[O:35])=[CH:32][CH:31]=3)=[C:23]2[N:22]=1)([CH3:14])[CH3:13].C1C=CC2N(O)N=NC=2C=1.O.[NH:50]([C:52](=[S:54])[NH2:53])[NH2:51].C(N(CC)CC)C. Product: [CH:12]([C@H:15]1[CH2:19][O:18][C:17](=[O:20])[N:16]1[C:21]1[CH:26]=[CH:25][N:24]2[N:27]=[CH:28][C:29]([C:30]3[CH:31]=[CH:32][C:33]([C:34]([NH:51][NH:50][C:52](=[S:54])[NH2:53])=[O:35])=[CH:37][CH:38]=3)=[C:23]2[N:22]=1)([CH3:13])[CH3:14]. The catalyst class is: 31. (7) Reactant: [CH3:1][O:2][C:3]1[CH:4]=[C:5]([C:11]2[C:20](=O)[C:19]3[C:14](=[CH:15][C:16]([OH:24])=[C:17]([CH2:22][CH3:23])[CH:18]=3)[O:13][CH:12]=2)[CH:6]=[CH:7][C:8]=1[O:9][CH3:10].O.[NH2:26][NH2:27]. Product: [CH3:1][O:2][C:3]1[CH:4]=[C:5]([C:11]2[C:20]([C:19]3[CH:18]=[C:17]([CH2:22][CH3:23])[C:16]([OH:24])=[CH:15][C:14]=3[OH:13])=[N:26][NH:27][CH:12]=2)[CH:6]=[CH:7][C:8]=1[O:9][CH3:10]. The catalyst class is: 8.